Dataset: Reaction yield outcomes from USPTO patents with 853,638 reactions. Task: Predict the reaction yield, written as a fraction of the theoretical maximum amount of product (1.0 means a 100% yield; for example, 0.34 means a 34% yield). (1) The reactants are [C:1]([N:8]1[CH2:11][CH:10]([OH:12])[CH2:9]1)([O:3][C:4]([CH3:7])([CH3:6])[CH3:5])=[O:2].[H-].[Na+].[Cl-].Cl[CH2:17][C:18]1[S:19][CH:20]=[CH:21][NH+:22]=1. The catalyst is CN(C=O)C.CCN(C(C)C)C(C)C.O. The product is [S:19]1[CH:20]=[CH:21][N:22]=[C:18]1[CH2:17][O:12][CH:10]1[CH2:11][N:8]([C:1]([O:3][C:4]([CH3:7])([CH3:6])[CH3:5])=[O:2])[CH2:9]1. The yield is 0.480. (2) The reactants are Cl[C:2]1[CH:7]=[CH:6][N:5]=[C:4]2[CH:8]=[C:9]([C:11]([N:13]3[CH2:17][CH2:16][C@@H:15]([OH:18])[CH2:14]3)=[O:12])[S:10][C:3]=12.[CH3:19][NH:20][C:21]([C:23]1[C:24]2[CH:33]=[CH:32][C:31]([OH:34])=[CH:30][C:25]=2[S:26][C:27]=1[CH2:28][CH3:29])=[O:22].C([O-])([O-])=O.[Cs+].[Cs+]. No catalyst specified. The product is [CH3:19][NH:20][C:21]([C:23]1[C:24]2[CH:33]=[CH:32][C:31]([O:34][C:2]3[CH:7]=[CH:6][N:5]=[C:4]4[CH:8]=[C:9]([C:11]([N:13]5[CH2:17][CH2:16][C@@H:15]([OH:18])[CH2:14]5)=[O:12])[S:10][C:3]=34)=[CH:30][C:25]=2[S:26][C:27]=1[CH2:28][CH3:29])=[O:22]. The yield is 0.630. (3) The reactants are [CH3:1][O:2][C:3]([C:5]1[CH:10]=[CH:9][C:8]([CH2:11][N:12]([CH2:31][C:32]2[CH:41]=[CH:40][C:35]([C:36]([O:38][CH3:39])=[O:37])=[C:34]([O:42]CC3C=CC=CC=3)[CH:33]=2)[C:13](=[O:30])[CH2:14][CH2:15][CH2:16][CH2:17][CH2:18][NH:19]C(OCC2C=CC=CC=2)=O)=[CH:7][C:6]=1[O:50]CC1C=CC=CC=1)=[O:4].Cl. The catalyst is CO.[Pd]. The product is [NH2:19][CH2:18][CH2:17][CH2:16][CH2:15][CH2:14][C:13]([N:12]([CH2:11][C:8]1[CH:9]=[CH:10][C:5]([C:3]([O:2][CH3:1])=[O:4])=[C:6]([OH:50])[CH:7]=1)[CH2:31][C:32]1[CH:41]=[CH:40][C:35]([C:36]([O:38][CH3:39])=[O:37])=[C:34]([OH:42])[CH:33]=1)=[O:30]. The yield is 0.950. (4) The reactants are [NH:1]1[C:5]2=[N:6][CH:7]=[C:8]([N:10]3[CH2:13][CH:12]([NH:14][C:15](=[O:21])[O:16][C:17]([CH3:20])([CH3:19])[CH3:18])[CH2:11]3)[CH:9]=[C:4]2[CH:3]=[CH:2]1.C1C(=O)N([I:29])C(=O)C1.O. The catalyst is CN(C=O)C. The product is [I:29][C:3]1[C:4]2[C:5](=[N:6][CH:7]=[C:8]([N:10]3[CH2:11][CH:12]([NH:14][C:15](=[O:21])[O:16][C:17]([CH3:18])([CH3:20])[CH3:19])[CH2:13]3)[CH:9]=2)[NH:1][CH:2]=1. The yield is 0.990.